Dataset: Blood-brain barrier penetration binary classification data from Martins et al.. Task: Regression/Classification. Given a drug SMILES string, predict its absorption, distribution, metabolism, or excretion properties. Task type varies by dataset: regression for continuous measurements (e.g., permeability, clearance, half-life) or binary classification for categorical outcomes (e.g., BBB penetration, CYP inhibition). Dataset: bbb_martins. (1) The molecule is NCCc1cn2ccccc2n1. The result is 0 (does not penetrate BBB). (2) The compound is CC(C)COCC(CN(Cc1ccccc1)c1ccccc1)N1CCCC1. The result is 0 (does not penetrate BBB).